Dataset: Reaction yield outcomes from USPTO patents with 853,638 reactions. Task: Predict the reaction yield, written as a fraction of the theoretical maximum amount of product (1.0 means a 100% yield; for example, 0.34 means a 34% yield). (1) The reactants are [C:1](Cl)(=[O:3])[CH3:2].[NH2:5][C:6]1[S:7][C:8]([C:19]2[CH:24]=[CH:23][N:22]=[C:21]([NH:25][C:26](=[O:33])[C:27]3[CH:32]=[CH:31][CH:30]=[CH:29][CH:28]=3)[CH:20]=2)=[C:9]([C:11]2[CH:16]=[C:15]([CH3:17])[CH:14]=[C:13]([CH3:18])[CH:12]=2)[N:10]=1.C(=O)([O-])O.[Na+]. The catalyst is CN(C)C1C=CN=CC=1.CN(C)C(=O)C. The product is [C:26]([NH:25][C:21]1[CH:20]=[C:19]([C:8]2[S:7][C:6]([NH:5][C:1](=[O:3])[CH3:2])=[N:10][C:9]=2[C:11]2[CH:16]=[C:15]([CH3:17])[CH:14]=[C:13]([CH3:18])[CH:12]=2)[CH:24]=[CH:23][N:22]=1)(=[O:33])[C:27]1[CH:32]=[CH:31][CH:30]=[CH:29][CH:28]=1. The yield is 0.300. (2) The reactants are [N:1]1[C:2]([C:10]([OH:12])=O)=[CH:3][N:4]2[CH:9]=[CH:8][N:7]=[CH:6][C:5]=12.[C:13]([C:17]1[N:22]=[C:21]([N:23]2[CH2:28][CH2:27][N:26]([CH2:29][CH2:30][CH2:31][CH2:32][NH2:33])[CH2:25][CH2:24]2)[CH:20]=[C:19]([C:34]([F:37])([F:36])[F:35])[N:18]=1)([CH3:16])([CH3:15])[CH3:14]. The catalyst is C(Cl)(Cl)Cl.CO. The product is [C:13]([C:17]1[N:22]=[C:21]([N:23]2[CH2:28][CH2:27][N:26]([CH2:29][CH2:30][CH2:31][CH2:32][NH:33][C:10]([C:2]3[N:1]=[C:5]4[CH:6]=[N:7][CH:8]=[CH:9][N:4]4[CH:3]=3)=[O:12])[CH2:25][CH2:24]2)[CH:20]=[C:19]([C:34]([F:36])([F:37])[F:35])[N:18]=1)([CH3:16])([CH3:14])[CH3:15]. The yield is 0.390. (3) The reactants are F[C:2]1[CH:7]=[CH:6][CH:5]=[CH:4][C:3]=1[N+:8]([O-:10])=[O:9].[CH3:11][N:12]1[CH2:17][CH2:16][NH:15][CH2:14][CH2:13]1.C1COCC1. The catalyst is CCOC(C)=O. The product is [CH3:11][N:12]1[CH2:17][CH2:16][N:15]([C:2]2[CH:7]=[CH:6][CH:5]=[CH:4][C:3]=2[N+:8]([O-:10])=[O:9])[CH2:14][CH2:13]1. The yield is 0.970. (4) The reactants are [CH3:1][O:2][C:3]1[CH:18]=[CH:17][C:6]2[CH:7]3[C:14]4([CH2:15][CH2:16][C:5]=2[CH:4]=1)[CH:10]([CH2:11][NH:12][CH2:13]4)[CH2:9][CH2:8]3.[CH3:19]O.[OH-].[NH4+]. The catalyst is ClCCl. The product is [CH3:1][O:2][C:3]1[CH:18]=[CH:17][C:6]2[CH:7]3[C:14]4([CH2:15][CH2:16][C:5]=2[CH:4]=1)[CH:10]([CH2:11][N:12]([CH3:19])[CH2:13]4)[CH2:9][CH2:8]3. The yield is 0.885. (5) The catalyst is CN(C=O)C. The product is [O:20]=[C:17]1[C:8]2[CH:9]=[CH:10][CH:11]=[C:12]3[O:13][C:14]4[CH:15]=[CH:16][C:3]([CH2:2][NH:1][C:36]([NH2:38])=[NH:37])=[CH:4][C:5]=4[C:6]([C:7]=23)=[N:19][NH:18]1. The reactants are [NH2:1][CH2:2][C:3]1[CH:16]=[CH:15][C:14]2[O:13][C:12]3[C:7]4=[C:8]([C:17](=[O:20])[NH:18][N:19]=[C:6]4[C:5]=2[CH:4]=1)[CH:9]=[CH:10][CH:11]=3.C(N(C(C)C)CC)(C)C.Cl.N1C=CC([C:36]([NH2:38])=[NH:37])=N1.C(OCC)C. The yield is 0.830. (6) The catalyst is O1CCCC1.CO.O. The yield is 0.900. The reactants are C[O:2][C:3]([C:5]1([CH:18]=[CH2:19])[O:10][CH2:9][CH2:8][N:7]([C:11]([O:13][C:14]([CH3:17])([CH3:16])[CH3:15])=[O:12])[CH2:6]1)=[O:4].O.[OH-].[Li+]. The product is [C:14]([O:13][C:11]([N:7]1[CH2:8][CH2:9][O:10][C:5]([CH:18]=[CH2:19])([C:3]([OH:4])=[O:2])[CH2:6]1)=[O:12])([CH3:17])([CH3:16])[CH3:15]. (7) The product is [ClH:26].[NH2:14][CH:15]([CH2:18][C:19]1[CH:20]=[CH:21][C:22]([F:25])=[CH:23][CH:24]=1)[C:16]#[N:17]. The yield is 0.930. The catalyst is C1COCC1. The reactants are C1(C(=[N:14][CH:15]([CH2:18][C:19]2[CH:24]=[CH:23][C:22]([F:25])=[CH:21][CH:20]=2)[C:16]#[N:17])C2C=CC=CC=2)C=CC=CC=1.[ClH:26].O.